From a dataset of Forward reaction prediction with 1.9M reactions from USPTO patents (1976-2016). Predict the product of the given reaction. (1) Given the reactants [F:1][C:2]1[CH:10]=[C:9]2[C:5]([C:6]([C:11]3[CH:12]=[CH:13][C:14]4[S:18](=[O:20])(=[O:19])[N:17]([CH:21]5[CH2:26][CH2:25][NH:24][CH2:23][CH2:22]5)[CH2:16][C:15]=4[CH:27]=3)=[CH:7][NH:8]2)=[CH:4][CH:3]=1.C=O.[BH-](OC(C)=O)(OC(C)=O)O[C:32](C)=O.[Na+], predict the reaction product. The product is: [F:1][C:2]1[CH:10]=[C:9]2[C:5]([C:6]([C:11]3[CH:12]=[CH:13][C:14]4[S:18](=[O:19])(=[O:20])[N:17]([CH:21]5[CH2:22][CH2:23][N:24]([CH3:32])[CH2:25][CH2:26]5)[CH2:16][C:15]=4[CH:27]=3)=[CH:7][NH:8]2)=[CH:4][CH:3]=1. (2) The product is: [CH2:11]([C:15]1[CH:16]=[C:17]([NH:18][C:8]([C:3]2[C:2]([CH3:1])=[N:7][CH:6]=[CH:5][N:4]=2)=[O:10])[CH:19]=[CH:20][C:21]=1[CH:22]([C:27]([F:28])([F:29])[F:30])[C:23]([F:24])([F:25])[F:26])[CH:12]([CH3:14])[CH3:13]. Given the reactants [CH3:1][C:2]1[C:3]([C:8]([OH:10])=O)=[N:4][CH:5]=[CH:6][N:7]=1.[CH2:11]([C:15]1[CH:16]=[C:17]([CH:19]=[CH:20][C:21]=1[CH:22]([C:27]([F:30])([F:29])[F:28])[C:23]([F:26])([F:25])[F:24])[NH2:18])[CH:12]([CH3:14])[CH3:13].[I-].ClC1C=CC=C[N+]=1C.C(N(CC)CC)C, predict the reaction product. (3) Given the reactants [S:1]1[CH:5]=[CH:4][C:3]2[CH:6]=[C:7]3[C:12](=[CH:13][C:2]1=2)[CH:11]=[CH:10][CH:9]=[CH:8]3.C1C[O:17][CH2:16]C1.C([Li])CCC.CN(C)C=O, predict the reaction product. The product is: [S:1]1[C:5]([CH:16]=[O:17])=[CH:4][C:3]2[CH:6]=[C:7]3[C:12](=[CH:13][C:2]1=2)[CH:11]=[CH:10][CH:9]=[CH:8]3. (4) The product is: [C:17]([O:21][C:22](=[O:25])[CH2:23][O:2][C:1]1[CH:8]=[CH:7][C:5]([OH:6])=[CH:4][CH:3]=1)([CH3:20])([CH3:19])[CH3:18]. Given the reactants [C:1]1([CH:8]=[CH:7][C:5]([OH:6])=[CH:4][CH:3]=1)[OH:2].[OH-].[K+].O1CCOCC1.[C:17]([O:21][C:22](=[O:25])[CH2:23]Br)([CH3:20])([CH3:19])[CH3:18], predict the reaction product. (5) Given the reactants [CH3:1][N:2]([CH3:6])[CH2:3][CH2:4][NH2:5].[CH3:7][C@@H:8]1[CH2:30][C:29]2[C:31](=[O:32])[C:24](=[C:25]([C:35]3[O:39][CH:38]=[CH:37][CH:36]=3)[C:26]([C:28]=2OC)=[O:27])[NH:23][C:21](=[O:22])[C:20]([CH3:40])=[CH:19][CH:18]=[CH:17][C@H:16]([O:41][CH3:42])[C@@H:15]([O:43][C:44]([NH2:46])=[O:45])[C:14]([CH3:47])=[CH:13][C@H:12]([CH3:48])[C@@H:11]([OH:49])[C@@H:10]([O:50][CH3:51])[CH2:9]1, predict the reaction product. The product is: [C:44](=[O:45])([O:43][C@@H:15]1[C@@H:16]([O:41][CH3:42])[CH:17]=[CH:18][CH:19]=[C:20]([CH3:40])[C:21](=[O:22])[NH:23][C:24]2[C:31](=[O:32])[C:29]([CH2:30][C@@H:8]([CH3:7])[CH2:9][C@H:10]([O:50][CH3:51])[C@H:11]([OH:49])[C@@H:12]([CH3:48])[CH:13]=[C:14]1[CH3:47])=[C:28]([NH:5][CH2:4][CH2:3][N:2]([CH3:6])[CH3:1])[C:26](=[O:27])[C:25]=2[C:35]1[O:39][CH:38]=[CH:37][CH:36]=1)[NH2:46]. (6) Given the reactants Cl[CH:2]([CH:5]=[O:6])[CH:3]=O.[C:7]([NH2:15])(=[S:14])[C:8]1[CH:13]=[CH:12][CH:11]=[CH:10][CH:9]=1, predict the reaction product. The product is: [C:8]1([C:7]2[S:14][C:2]([CH:5]=[O:6])=[CH:3][N:15]=2)[CH:13]=[CH:12][CH:11]=[CH:10][CH:9]=1. (7) Given the reactants [N:1]1([CH2:7][C:8]2[CH:9]=[C:10]([CH:35]=[CH:36][CH:37]=2)[C:11]([NH:13][C:14]2[S:15][C:16]3[CH2:34][CH2:33][CH2:32][CH2:31][C:17]=3[C:18]=2[C:19]([NH:21][C:22]2[CH:30]=[CH:29][C:25]([C:26]([OH:28])=O)=[CH:24][CH:23]=2)=[O:20])=[O:12])[CH2:6][CH2:5][O:4][CH2:3][CH2:2]1.[CH2:38]([N:40]([CH2:48][CH3:49])[C:41]1[CH:46]=[CH:45][C:44]([NH2:47])=[CH:43][CH:42]=1)[CH3:39].CCN=C=NCCCN(C)C.[ClH:61].C1C=CC2N(O)N=NC=2C=1.Cl.C(OCC)(=O)C, predict the reaction product. The product is: [ClH:61].[ClH:61].[CH2:48]([N:40]([CH2:38][CH3:39])[C:41]1[CH:46]=[CH:45][C:44]([NH:47][C:26]([C:25]2[CH:29]=[CH:30][C:22]([NH:21][C:19]([C:18]3[C:17]4[CH2:31][CH2:32][CH2:33][CH2:34][C:16]=4[S:15][C:14]=3[NH:13][C:11](=[O:12])[C:10]3[CH:35]=[CH:36][CH:37]=[C:8]([CH2:7][N:1]4[CH2:6][CH2:5][O:4][CH2:3][CH2:2]4)[CH:9]=3)=[O:20])=[CH:23][CH:24]=2)=[O:28])=[CH:43][CH:42]=1)[CH3:49].